From a dataset of Forward reaction prediction with 1.9M reactions from USPTO patents (1976-2016). Predict the product of the given reaction. (1) Given the reactants [O:1]=[CH:2][C@@H:3]([C@H:5]([C@@H:7]([C@@H:9]([CH2:11][OH:12])[OH:10])[OH:8])[OH:6])[OH:4].C1C=[N+]([C@@H]2[O:23][C@H](COP(OP(OC[C@H]3O[C@@H](N4C5N=CN=C(N)C=5N=C4)[C@H](OP(O)(O)=O)[C@@H]3O)(O)=O)(O)=O)[C@@H](O)[C@H]2O)C=C(C(N)=O)C=1, predict the reaction product. The product is: [O:1]=[C:2]([OH:23])[C@@H:3]([C@H:5]([C@@H:7]([C@@H:9]([CH2:11][OH:12])[OH:10])[OH:8])[OH:6])[OH:4]. (2) The product is: [Br:1][C:2]1[CH:7]=[CH:6][C:5]([C@:8]([NH:12][C@@H:11]([CH2:13][C:14]([F:17])([CH3:16])[CH3:15])[CH2:10][OH:9])([C:18]([F:21])([F:20])[F:19])[C:28]#[C:27][CH2:26][O:25][Si:24]([CH2:30][CH3:31])([CH2:22][CH3:23])[CH2:32][CH3:33])=[CH:4][CH:3]=1. Given the reactants [Br:1][C:2]1[CH:7]=[CH:6][C:5]([C@@:8]2([C:18]([F:21])([F:20])[F:19])[NH:12][C@@H:11]([CH2:13][C:14]([F:17])([CH3:16])[CH3:15])[CH2:10][O:9]2)=[CH:4][CH:3]=1.[CH2:22]([Si:24]([CH2:32][CH3:33])([CH2:30][CH3:31])[O:25][CH2:26][C:27]#[C:28][Li])[CH3:23].[NH4+].[Cl-], predict the reaction product. (3) Given the reactants [N:1]([CH:4]([C:6]1[CH:7]=[C:8]2[N:13]([C:14]=1[C:15]1[CH:20]=[CH:19][CH:18]=[CH:17][N:16]=1)[CH:12]=[CH:11][CH:10]=[C:9]2[F:21])[CH3:5])=[N+]=[N-].C1C=CC(P(C2C=CC=CC=2)C2C=CC=CC=2)=CC=1.O, predict the reaction product. The product is: [F:21][C:9]1[C:8]2[N:13]([C:14]([C:15]3[CH:20]=[CH:19][CH:18]=[CH:17][N:16]=3)=[C:6]([CH:4]([NH2:1])[CH3:5])[CH:7]=2)[CH:12]=[CH:11][CH:10]=1. (4) The product is: [NH4+:7].[OH-:11].[Cl:1][C:2]1[CH:3]=[CH:4][C:5]2[S:9][C:8]([CH2:10][O:11][C:12]3[C:13]([F:22])=[C:14]([C:18]([F:21])=[CH:19][CH:20]=3)[C:15]([NH:17][C:27](=[O:36])[O:28][CH:29]3[CH2:34][CH2:33][N:32]([CH3:35])[CH2:31][CH2:30]3)=[O:16])=[N:7][C:6]=2[CH:23]=1. Given the reactants [Cl:1][C:2]1[CH:3]=[CH:4][C:5]2[S:9][C:8]([CH2:10][O:11][C:12]3[C:13]([F:22])=[C:14]([C:18]([F:21])=[CH:19][CH:20]=3)[C:15]([NH2:17])=[O:16])=[N:7][C:6]=2[CH:23]=1.N#N.Cl.[C:27](Cl)(=[O:36])[O:28][CH:29]1[CH2:34][CH2:33][N:32]([CH3:35])[CH2:31][CH2:30]1.[H-].[Na+], predict the reaction product. (5) Given the reactants [Cl:1][C:2]1[C:7]([C:8](Cl)=[O:9])=[C:6]([Cl:11])[N:5]=[CH:4][N:3]=1.[Br:12][C:13]1[CH:29]=[CH:28][C:16]([NH:17][CH2:18][CH2:19][O:20][Si:21]([C:24]([CH3:27])([CH3:26])[CH3:25])([CH3:23])[CH3:22])=[CH:15][CH:14]=1.C(N(CC)CC)C, predict the reaction product. The product is: [Br:12][C:13]1[CH:29]=[CH:28][C:16]([N:17]([CH2:18][CH2:19][O:20][Si:21]([C:24]([CH3:27])([CH3:26])[CH3:25])([CH3:22])[CH3:23])[C:8]([C:7]2[C:6]([Cl:11])=[N:5][CH:4]=[N:3][C:2]=2[Cl:1])=[O:9])=[CH:15][CH:14]=1.